Dataset: Full USPTO retrosynthesis dataset with 1.9M reactions from patents (1976-2016). Task: Predict the reactants needed to synthesize the given product. (1) Given the product [Cl:10][C:11]1[CH:12]=[C:13]([CH3:18])[C:14]2[N:15]([C:20]([C:21]([O:23][CH2:24][CH3:25])=[O:22])=[C:26]([CH3:27])[N:17]=2)[N:16]=1, predict the reactants needed to synthesize it. The reactants are: ClC1N=NC(N)=CC=1C.[Cl:10][C:11]1[N:16]=[N:15][C:14]([NH2:17])=[C:13]([CH3:18])[CH:12]=1.Cl[CH:20]([C:26](=O)[CH3:27])[C:21]([O:23][CH2:24][CH3:25])=[O:22]. (2) The reactants are: [CH2:1]([O:5][C:6]1[N:14]=[C:13]2[C:9]([N:10]=[C:11]([O:23]C)[N:12]2[CH2:15][CH2:16][CH2:17][N:18]2[CH2:22][CH2:21][CH2:20][CH2:19]2)=[C:8]([NH2:25])[N:7]=1)[CH2:2][CH2:3][CH3:4].Cl.O1CCOCC1. Given the product [NH2:25][C:8]1[N:7]=[C:6]([O:5][CH2:1][CH2:2][CH2:3][CH3:4])[N:14]=[C:13]2[C:9]=1[NH:10][C:11](=[O:23])[N:12]2[CH2:15][CH2:16][CH2:17][N:18]1[CH2:19][CH2:20][CH2:21][CH2:22]1, predict the reactants needed to synthesize it. (3) Given the product [I:27][C:18]1[CH:19]=[CH:20][C:21]([C:23]([F:24])([F:25])[F:26])=[CH:22][C:17]=1[C@@H:16]1[O:28][C:57](=[O:31])[NH:54][C@H:15]1[CH3:29], predict the reactants needed to synthesize it. The reactants are: C([C@@H]1COC(=O)N1C(=O)[C@@H:15]([CH3:29])[C@@H:16]([OH:28])[C:17]1[CH:22]=[C:21]([C:23]([F:26])([F:25])[F:24])[CH:20]=[CH:19][C:18]=1[I:27])C1C=CC=CC=1.[OH-:31].[Li+].OO.C1(P(N=[N+]=[N-])(C2C=CC=CC=2)=O)C=CC=CC=1.C([N:54]([CH2:57]C)CC)C. (4) Given the product [C:14]1([CH3:21])[CH:15]=[C:16]([CH3:20])[CH:17]=[C:18]([CH3:19])[C:13]=1[C:11]1[N:12]=[C:8]([NH:7][C:5](=[O:6])[C:4]2[CH:22]=[CH:23][N:24]=[C:2]([N:25]3[CH2:30][CH2:29][CH2:28][CH2:27][CH2:26]3)[CH:3]=2)[S:9][CH:10]=1, predict the reactants needed to synthesize it. The reactants are: Cl[C:2]1[CH:3]=[C:4]([CH:22]=[CH:23][N:24]=1)[C:5]([NH:7][C:8]1[S:9][CH:10]=[C:11]([C:13]2[C:18]([CH3:19])=[CH:17][C:16]([CH3:20])=[CH:15][C:14]=2[CH3:21])[N:12]=1)=[O:6].[NH:25]1[CH2:30][CH2:29][CH2:28][CH2:27][CH2:26]1.O.